Dataset: Full USPTO retrosynthesis dataset with 1.9M reactions from patents (1976-2016). Task: Predict the reactants needed to synthesize the given product. (1) Given the product [CH2:1]([O:5][C:6]1[CH:14]=[CH:13][C:9]([C:10]([NH:16][C:17]2[CH:22]=[CH:21][C:20]([N:23]3[CH2:27][CH2:26][CH:25]([N:28]([CH3:29])[CH3:30])[CH2:24]3)=[C:19]([F:31])[CH:18]=2)=[O:12])=[C:8]([CH3:15])[CH:7]=1)[CH2:2][CH2:3][CH3:4], predict the reactants needed to synthesize it. The reactants are: [CH2:1]([O:5][C:6]1[CH:14]=[CH:13][C:9]([C:10]([OH:12])=O)=[C:8]([CH3:15])[CH:7]=1)[CH2:2][CH2:3][CH3:4].[NH2:16][C:17]1[CH:22]=[CH:21][C:20]([N:23]2[CH2:27][CH2:26][CH:25]([N:28]([CH3:30])[CH3:29])[CH2:24]2)=[C:19]([F:31])[CH:18]=1. (2) Given the product [F:1][C:2]1[CH:3]=[C:4]([CH:16]=[CH:17][C:18]=1[F:19])[O:5][CH:6]1[CH2:7][CH2:8][N:9]([CH2:12][CH2:13][CH2:14][NH:15][S:31]([C:29]2[S:30][C:26]([C:21]3[CH:22]=[CH:23][CH:24]=[CH:25][N:20]=3)=[CH:27][CH:28]=2)(=[O:32])=[O:33])[CH2:10][CH2:11]1, predict the reactants needed to synthesize it. The reactants are: [F:1][C:2]1[CH:3]=[C:4]([CH:16]=[CH:17][C:18]=1[F:19])[O:5][CH:6]1[CH2:11][CH2:10][N:9]([CH2:12][CH2:13][CH2:14][NH2:15])[CH2:8][CH2:7]1.[N:20]1[CH:25]=[CH:24][CH:23]=[CH:22][C:21]=1[C:26]1[S:30][C:29]([S:31](Cl)(=[O:33])=[O:32])=[CH:28][CH:27]=1. (3) Given the product [Si:1]([O:18][CH2:19][C:20]1[N:25]=[C:24]2[C:26]([C:29]([NH:50][CH2:49][C:48]3[CH:51]=[CH:52][CH:53]=[C:46]([C:45]#[N:44])[CH:47]=3)=[O:31])=[N:27][O:28][C:23]2=[C:22]([Cl:34])[C:21]=1[N:35]1[CH2:40][C@H:39]([CH3:41])[O:38][C@H:37]([CH3:42])[CH2:36]1)([C:14]([CH3:16])([CH3:15])[CH3:17])([C:8]1[CH:9]=[CH:10][CH:11]=[CH:12][CH:13]=1)[C:2]1[CH:7]=[CH:6][CH:5]=[CH:4][CH:3]=1, predict the reactants needed to synthesize it. The reactants are: [Si:1]([O:18][CH2:19][C:20]1[N:25]=[C:24]2[C:26]([C:29]([O:31]CC)=O)=[N:27][O:28][C:23]2=[C:22]([Cl:34])[C:21]=1[N:35]1[CH2:40][C@H:39]([CH3:41])[O:38][C@H:37]([CH3:42])[CH2:36]1)([C:14]([CH3:17])([CH3:16])[CH3:15])([C:8]1[CH:13]=[CH:12][CH:11]=[CH:10][CH:9]=1)[C:2]1[CH:7]=[CH:6][CH:5]=[CH:4][CH:3]=1.Cl.[NH2:44][CH2:45][C:46]1[CH:47]=[C:48]([CH:51]=[CH:52][CH:53]=1)[C:49]#[N:50]. (4) Given the product [C:9](/[C:8](=[C:11]1/[NH:12][C:13]2[CH:21]=[CH:20][CH:19]=[CH:18][C:14]=2[N:15]/1[CH2:16][CH3:17])/[C:6]1[C:5]([CH3:22])=[CH:4][N:3]=[C:2]([NH:1][C:27](=[O:28])[CH2:26][CH2:25][N:24]([CH3:30])[CH3:23])[N:7]=1)#[N:10], predict the reactants needed to synthesize it. The reactants are: [NH2:1][C:2]1[N:7]=[C:6](/[C:8](=[C:11]2\[NH:12][C:13]3[CH:21]=[CH:20][CH:19]=[CH:18][C:14]=3[N:15]\2[CH2:16][CH3:17])/[C:9]#[N:10])[C:5]([CH3:22])=[CH:4][N:3]=1.[CH3:23][N:24]([CH3:30])[CH2:25][CH2:26][C:27](O)=[O:28]. (5) Given the product [NH2:1][C:2]1[C:3]([C:10]([N:12]=[C:13]2[N:16]3[CH2:21][CH2:22][CH2:23][CH:19]3[CH2:18][NH:17]2)=[O:11])=[N:4][C:5]([Cl:9])=[C:6]([NH2:8])[N:7]=1, predict the reactants needed to synthesize it. The reactants are: [NH2:1][C:2]1[C:3]([C:10]([NH:12][C:13](=[NH:16])SC)=[O:11])=[N:4][C:5]([Cl:9])=[C:6]([NH2:8])[N:7]=1.[NH2:17][CH2:18][C@@H:19]1[CH2:23][CH2:22][CH2:21]N1.